Dataset: Peptide-MHC class I binding affinity with 185,985 pairs from IEDB/IMGT. Task: Regression. Given a peptide amino acid sequence and an MHC pseudo amino acid sequence, predict their binding affinity value. This is MHC class I binding data. (1) The peptide sequence is MFVPKYFEL. The MHC is HLA-A30:02 with pseudo-sequence HLA-A30:02. The binding affinity (normalized) is 0.163. (2) The binding affinity (normalized) is 1.00. The MHC is HLA-A30:01 with pseudo-sequence HLA-A30:01. The peptide sequence is RTRHFLSYI. (3) The peptide sequence is VPAWRNATIP. The MHC is Mamu-A2201 with pseudo-sequence Mamu-A2201. The binding affinity (normalized) is 0. (4) The peptide sequence is MPASWVMRIM. The MHC is HLA-B07:02 with pseudo-sequence HLA-B07:02. The binding affinity (normalized) is 0.802. (5) The peptide sequence is STTFHQTLQD. The MHC is HLA-A68:01 with pseudo-sequence HLA-A68:01. The binding affinity (normalized) is 0.199.